This data is from Forward reaction prediction with 1.9M reactions from USPTO patents (1976-2016). The task is: Predict the product of the given reaction. (1) The product is: [CH3:78][N:79]1[C@@H:96]2[CH2:97][C:84]3=[CH:85][CH:86]=[C:87]([OH:99])[C:88]4[O:89][C@H:90]5[C:91]([CH2:93][CH2:94][C@:95]2([OH:98])[C@:82]5([C:83]=43)[CH2:81][CH2:80]1)=[O:92]. Given the reactants CC(C(OC[C@H]1O[C@](O[C@H]2O[C@H](COC(C)=O)[C@@H](OC(C(C)C)=O)[C@H](OC(C(C)C)=O)[C@H]2OC(C(C)C)=O)(COC(C)=O)[C@@H](OC(C(C)C)=O)[C@@H]1OC(C(C)C)=O)=O)C.CC(=O)OCC(COC(=O)C)OC(=O)C.[Si](=O)=O.[CH3:78][N:79]1[C@@H:96]2[CH2:97][C:84]3=[CH:85][CH:86]=[C:87]([OH:99])[C:88]4[O:89][C@H:90]5[C:91]([CH2:93][CH2:94][C@:95]2([OH:98])[C@:82]5([C:83]=43)[CH2:81][CH2:80]1)=[O:92].Cl, predict the reaction product. (2) Given the reactants [Br:1][C:2]1[N:7]=[CH:6][C:5]2[CH:8]=[C:9]([C:11]3[CH:12]=[N:13][N:14]([CH3:16])[CH:15]=3)[NH:10][C:4]=2[CH:3]=1.C(N(CC)CC)C.[C:24](O[C:24]([O:26][C:27]([CH3:30])([CH3:29])[CH3:28])=[O:25])([O:26][C:27]([CH3:30])([CH3:29])[CH3:28])=[O:25], predict the reaction product. The product is: [Br:1][C:2]1[N:7]=[CH:6][C:5]2[CH:8]=[C:9]([C:11]3[CH:12]=[N:13][N:14]([CH3:16])[CH:15]=3)[N:10]([C:24]([O:26][C:27]([CH3:30])([CH3:29])[CH3:28])=[O:25])[C:4]=2[CH:3]=1.